From a dataset of Catalyst prediction with 721,799 reactions and 888 catalyst types from USPTO. Predict which catalyst facilitates the given reaction. (1) Reactant: [F:1][C:2]1[CH:7]=[C:6]([F:8])[C:5]([F:9])=[CH:4][C:3]=1[C:10]1[CH:15]=[CH:14][C:13]([O:16][CH2:17][C:18]2[CH:19]=[CH:20][C:21]3[O:25][N:24](C(C4C=CC=CC=4)(C4C=CC=CC=4)C4C=CC=CC=4)[C:23](=[O:45])[C:22]=3[CH:46]=2)=[CH:12][CH:11]=1.CO.Cl. Product: [F:1][C:2]1[CH:7]=[C:6]([F:8])[C:5]([F:9])=[CH:4][C:3]=1[C:10]1[CH:15]=[CH:14][C:13]([O:16][CH2:17][C:18]2[CH:19]=[CH:20][C:21]3[O:25][N:24]=[C:23]([OH:45])[C:22]=3[CH:46]=2)=[CH:12][CH:11]=1. The catalyst class is: 1. (2) The catalyst class is: 21. Product: [Br:1][C:2]1[CH:3]=[C:4]([O:13][CH2:14][CH3:15])[CH:5]=[CH:6][C:7]=1[O:8][C:9]([F:11])([F:12])[F:10]. Reactant: [Br:1][C:2]1[CH:3]=[C:4]([OH:13])[CH:5]=[CH:6][C:7]=1[O:8][C:9]([F:12])([F:11])[F:10].[CH2:14](I)[CH3:15].C(=O)([O-])[O-].[K+].[K+]. (3) Reactant: [CH3:1][O:2][C:3]1[CH:4]=[C:5]([C:15]2[O:16][C:17]3[CH:23]=[CH:22][CH:21]=[CH:20][C:18]=3[N:19]=2)[CH:6]=[CH:7][C:8]=1[CH2:9][N:10]1[CH2:14][CH2:13][CH2:12][CH2:11]1.Br[CH2:25]C1C=CC(C2OC3C=CC=CC=3N=2)=CC=1OC.N1CCCCC1.C(N(CC)CC)C. Product: [CH3:1][O:2][C:3]1[CH:4]=[C:5]([C:15]2[O:16][C:17]3[CH:23]=[CH:22][CH:21]=[CH:20][C:18]=3[N:19]=2)[CH:6]=[CH:7][C:8]=1[CH2:9][N:10]1[CH2:11][CH2:12][CH2:13][CH2:14][CH2:25]1. The catalyst class is: 2. (4) Reactant: [H-].[Al+3].[Li+].[H-].[H-].[H-].O[CH2:8][CH:9]([CH2:11][CH2:12][CH2:13][C@H:14]([C@@H:16]1[C@:33]2([CH3:34])[C@H:19]([C:20]3[CH2:21][CH2:22][C@:23]4([CH:35]=[O:36])[C@:28]([C:30]=3[CH2:31][CH2:32]2)([CH3:29])[CH2:27][CH2:26][CH2:25][CH2:24]4)[CH2:18][CH2:17]1)[CH3:15])[CH3:10].O.[OH-].[Na+]. Product: [OH:36][CH2:35][C@:23]12[CH2:24][CH2:25][CH2:26][CH2:27][C@:28]1([CH3:29])[C:30]1[CH2:31][CH2:32][C@@:33]3([CH3:34])[C@@H:19]([CH2:18][CH2:17][C@@H:16]3[C@H:14]([CH3:15])[CH2:13][CH2:12][CH2:11][CH:9]([CH3:10])[CH3:8])[C:20]=1[CH2:21][CH2:22]2. The catalyst class is: 7. (5) Reactant: [F:1][C:2]([F:19])([F:18])[C:3]1[CH:8]=[CH:7][C:6]([C:9]2[C:10]([C:15]([OH:17])=O)=[CH:11][CH:12]=[CH:13][CH:14]=2)=[CH:5][CH:4]=1.C1C=CC2N(O)N=NC=2C=1.CCN=C=NCCCN(C)C.Cl.[NH2:42][C:43]1[CH:52]=[CH:51][C:46]([C:47]([O:49][CH3:50])=[O:48])=[CH:45][CH:44]=1. Product: [F:18][C:2]([F:1])([F:19])[C:3]1[CH:4]=[CH:5][C:6]([C:9]2[CH:14]=[CH:13][CH:12]=[CH:11][C:10]=2[C:15]([NH:42][C:43]2[CH:44]=[CH:45][C:46]([C:47]([O:49][CH3:50])=[O:48])=[CH:51][CH:52]=2)=[O:17])=[CH:7][CH:8]=1. The catalyst class is: 255. (6) Reactant: [C:1]([C:5]1[CH:11]=[C:10]([OH:12])[C:9]([C:13]([CH3:16])([CH3:15])[CH3:14])=[CH:8][C:6]=1[OH:7])([CH3:4])([CH3:3])[CH3:2].[H-].[Na+].ClC[CH2:21][O:22][CH2:23][CH3:24]. Product: [CH3:21][O:22][CH2:23][CH2:24][O:12][C:10]1[CH:11]=[C:5]([C:1]([CH3:4])([CH3:3])[CH3:2])[C:6]([O:7][CH2:24][CH2:23][O:22][CH3:21])=[CH:8][C:9]=1[C:13]([CH3:16])([CH3:15])[CH3:14]. The catalyst class is: 1. (7) Reactant: [C:1]([O:5][C@@H:6]([C:12]1[C:13]([CH3:27])=[N:14][C:15]2[N:16]([N:19]=[C:20]([C:22]([O:24][CH2:25][CH3:26])=[O:23])[CH:21]=2)[C:17]=1I)[C:7]([O:9][CH2:10][CH3:11])=[O:8])([CH3:4])([CH3:3])[CH3:2].[CH3:28][C:29]1([CH:35]=[CH2:36])[CH2:34][CH2:33][NH:32][CH2:31][CH2:30]1.Cl.CCN(C(C)C)C(C)C. Product: [C:1]([O:5][C@@H:6]([C:12]1[C:13]([CH3:27])=[N:14][C:15]2[N:16]([N:19]=[C:20]([C:22]([O:24][CH2:25][CH3:26])=[O:23])[CH:21]=2)[C:17]=1[N:32]1[CH2:33][CH2:34][C:29]([CH3:28])([CH:35]=[CH2:36])[CH2:30][CH2:31]1)[C:7]([O:9][CH2:10][CH3:11])=[O:8])([CH3:4])([CH3:3])[CH3:2]. The catalyst class is: 179. (8) The catalyst class is: 2. Reactant: Cl.[NH2:2][CH:3]1[CH2:8][CH2:7][N:6]([C:9]([O:11][CH2:12][C:13]2[CH:18]=[C:17]([C:19]([F:22])([F:21])[F:20])[CH:16]=[C:15]([Br:23])[CH:14]=2)=[O:10])[CH2:5][CH2:4]1.CCN(C(C)C)C(C)C.[NH:33]1[CH:37]=[C:36]([CH2:38][CH2:39][CH2:40][C:41](Cl)=[O:42])[N:35]=[N:34]1. Product: [NH:33]1[CH:37]=[C:36]([CH2:38][CH2:39][CH2:40][C:41]([NH:2][CH:3]2[CH2:4][CH2:5][N:6]([C:9]([O:11][CH2:12][C:13]3[CH:18]=[C:17]([C:19]([F:22])([F:20])[F:21])[CH:16]=[C:15]([Br:23])[CH:14]=3)=[O:10])[CH2:7][CH2:8]2)=[O:42])[N:35]=[N:34]1. (9) Reactant: [N:1]1[CH:6]=[CH:5][CH:4]=[C:3]([OH:7])[CH:2]=1.[Br:8][C:9]1[CH:16]=[C:15](F)[CH:14]=[CH:13][C:10]=1[CH:11]=[O:12].C([O-])([O-])=O.[K+].[K+]. Product: [Br:8][C:9]1[CH:16]=[C:15]([O:7][C:3]2[CH:2]=[N:1][CH:6]=[CH:5][CH:4]=2)[CH:14]=[CH:13][C:10]=1[CH:11]=[O:12]. The catalyst class is: 18.